This data is from Peptide-MHC class II binding affinity with 134,281 pairs from IEDB. The task is: Regression. Given a peptide amino acid sequence and an MHC pseudo amino acid sequence, predict their binding affinity value. This is MHC class II binding data. (1) The peptide sequence is INAGFKAALAAAAGVPPADKY. The MHC is DRB1_0802 with pseudo-sequence DRB1_0802. The binding affinity (normalized) is 0.781. (2) The peptide sequence is KKITKVIMGAVLIWVGI. The MHC is DRB3_0301 with pseudo-sequence DRB3_0301. The binding affinity (normalized) is 0.699. (3) The peptide sequence is TDFAGKTVWFVPSIK. The MHC is DRB1_1501 with pseudo-sequence DRB1_1501. The binding affinity (normalized) is 0.270.